From a dataset of NCI-60 drug combinations with 297,098 pairs across 59 cell lines. Regression. Given two drug SMILES strings and cell line genomic features, predict the synergy score measuring deviation from expected non-interaction effect. (1) Drug 1: C1CN1C2=NC(=NC(=N2)N3CC3)N4CC4. Drug 2: CN(CC1=CN=C2C(=N1)C(=NC(=N2)N)N)C3=CC=C(C=C3)C(=O)NC(CCC(=O)O)C(=O)O. Cell line: EKVX. Synergy scores: CSS=7.05, Synergy_ZIP=-0.825, Synergy_Bliss=-2.72, Synergy_Loewe=-3.75, Synergy_HSA=-5.78. (2) Drug 1: C1CCC(CC1)NC(=O)N(CCCl)N=O. Drug 2: CC1=C2C(C(=O)C3(C(CC4C(C3C(C(C2(C)C)(CC1OC(=O)C(C(C5=CC=CC=C5)NC(=O)OC(C)(C)C)O)O)OC(=O)C6=CC=CC=C6)(CO4)OC(=O)C)O)C)O. Cell line: SNB-75. Synergy scores: CSS=30.5, Synergy_ZIP=-7.50, Synergy_Bliss=2.29, Synergy_Loewe=-6.98, Synergy_HSA=3.45. (3) Drug 1: CC1=C(C=C(C=C1)NC(=O)C2=CC=C(C=C2)CN3CCN(CC3)C)NC4=NC=CC(=N4)C5=CN=CC=C5. Drug 2: CCN(CC)CCCC(C)NC1=C2C=C(C=CC2=NC3=C1C=CC(=C3)Cl)OC. Cell line: MOLT-4. Synergy scores: CSS=23.8, Synergy_ZIP=-2.29, Synergy_Bliss=-0.335, Synergy_Loewe=-0.116, Synergy_HSA=1.15. (4) Drug 1: CC1=C2C(C(=O)C3(C(CC4C(C3C(C(C2(C)C)(CC1OC(=O)C(C(C5=CC=CC=C5)NC(=O)OC(C)(C)C)O)O)OC(=O)C6=CC=CC=C6)(CO4)OC(=O)C)O)C)O. Drug 2: CC12CCC3C(C1CCC2OP(=O)(O)O)CCC4=C3C=CC(=C4)OC(=O)N(CCCl)CCCl.[Na+]. Cell line: COLO 205. Synergy scores: CSS=42.9, Synergy_ZIP=41.2, Synergy_Bliss=38.3, Synergy_Loewe=35.3, Synergy_HSA=34.5.